This data is from Full USPTO retrosynthesis dataset with 1.9M reactions from patents (1976-2016). The task is: Predict the reactants needed to synthesize the given product. (1) Given the product [CH3:1][S:2]([O:26][CH2:25][CH:23]1[CH2:24][CH:21]([O:20][CH2:13][C:14]2[CH:19]=[CH:18][CH:17]=[CH:16][CH:15]=2)[CH2:22]1)(=[O:4])=[O:3], predict the reactants needed to synthesize it. The reactants are: [CH3:1][S:2](Cl)(=[O:4])=[O:3].C(N(CC)CC)C.[CH2:13]([O:20][CH:21]1[CH2:24][CH:23]([CH2:25][OH:26])[CH2:22]1)[C:14]1[CH:19]=[CH:18][CH:17]=[CH:16][CH:15]=1. (2) Given the product [Cl:17][C:18]1[CH:31]=[CH:30][C:21]([CH2:22][N:23]2[CH2:28][CH2:27][CH:26]([NH:29][C:1](=[O:8])[C:2]3[CH:7]=[CH:6][CH:5]=[CH:4][CH:3]=3)[CH2:25][CH2:24]2)=[CH:20][C:19]=1[O:32][CH2:33][CH3:34], predict the reactants needed to synthesize it. The reactants are: [C:1](Cl)(=[O:8])[C:2]1[CH:7]=[CH:6][CH:5]=[CH:4][CH:3]=1.CCN(CC)CC.[Cl:17][C:18]1[CH:31]=[CH:30][C:21]([CH2:22][N:23]2[CH2:28][CH2:27][CH:26]([NH2:29])[CH2:25][CH2:24]2)=[CH:20][C:19]=1[O:32][CH2:33][CH3:34]. (3) Given the product [CH2:12]1[C:13]2[C:18](=[CH:17][CH:16]=[CH:15][CH:14]=2)[CH2:19][CH2:20][N:11]1[CH2:10][CH:9]([OH:21])[CH2:8][NH:7][C:5](=[O:6])[C:4]1[CH:22]=[CH:23][CH:24]=[C:2]([NH:1][CH:31]2[CH2:32][CH2:33][O:29][CH2:30]2)[CH:3]=1, predict the reactants needed to synthesize it. The reactants are: [NH2:1][C:2]1[CH:3]=[C:4]([CH:22]=[CH:23][CH:24]=1)[C:5]([NH:7][CH2:8][CH:9]([OH:21])[CH2:10][N:11]1[CH2:20][CH2:19][C:18]2[C:13](=[CH:14][CH:15]=[CH:16][CH:17]=2)[CH2:12]1)=[O:6].CC(O)=O.[O:29]1[CH2:33][CH2:32][C:31](=O)[CH2:30]1.[BH3-]C#N.[Na+]. (4) Given the product [Cl:24][C:25]1[CH:30]=[CH:29][C:28]([C:2]2[CH:7]=[CH:6][CH:5]=[C:4]([CH:8]([N:10]([O:22][CH3:23])[C:11]([C:13]3[C:14]([CH:19]([F:21])[F:20])=[N:15][N:16]([CH3:18])[CH:17]=3)=[O:12])[CH3:9])[CH:3]=2)=[CH:27][CH:26]=1, predict the reactants needed to synthesize it. The reactants are: I[C:2]1[CH:3]=[C:4]([CH:8]([N:10]([O:22][CH3:23])[C:11]([C:13]2[C:14]([CH:19]([F:21])[F:20])=[N:15][N:16]([CH3:18])[CH:17]=2)=[O:12])[CH3:9])[CH:5]=[CH:6][CH:7]=1.[Cl:24][C:25]1[CH:30]=[CH:29][C:28](B(O)O)=[CH:27][CH:26]=1.C(=O)([O-])[O-].[K+].[K+]. (5) Given the product [CH3:1][O:2][C:3]1[CH:8]=[CH:7][C:6]([NH:9][C:10]2[C:19]3[C:14](=[CH:15][CH:16]=[C:17]([C:20](=[O:23])[NH:21][CH3:22])[CH:18]=3)[N:13]=[CH:12][C:11]=2[C:24]([O:26][CH2:28][CH2:27][N:30]([CH3:34])[CH3:31])=[O:25])=[CH:5][CH:4]=1, predict the reactants needed to synthesize it. The reactants are: [CH3:1][O:2][C:3]1[CH:8]=[CH:7][C:6]([NH:9][C:10]2[C:19]3[C:14](=[CH:15][CH:16]=[C:17]([C:20](=[O:23])[NH:21][CH3:22])[CH:18]=3)[N:13]=[CH:12][C:11]=2[C:24]([OH:26])=[O:25])=[CH:5][CH:4]=1.[CH:27]([N:30]([CH2:34]C)[CH:31](C)C)(C)[CH3:28].ClCCN(C)C. (6) Given the product [Cl:1][C:2]1[CH:3]=[C:4]2[C:10]([C:11]3[N:16]=[C:15]([NH:32][C@H:33]4[CH2:38][CH2:37][CH2:36][CH2:35][C@@H:34]4[C:39]([OH:41])=[O:40])[C:14]([F:21])=[CH:13][N:12]=3)=[CH:9][NH:8][C:5]2=[N:6][CH:7]=1, predict the reactants needed to synthesize it. The reactants are: [Cl:1][C:2]1[CH:3]=[C:4]2[C:10]([C:11]3[N:16]=[C:15](S(C)(=O)=O)[C:14]([F:21])=[CH:13][N:12]=3)=[CH:9][N:8](S(C3C=CC(C)=CC=3)(=O)=O)[C:5]2=[N:6][CH:7]=1.[NH2:32][C@H:33]1[CH2:38][CH2:37][CH2:36][CH2:35][C@@H:34]1[C:39]([OH:41])=[O:40].C([O-])([O-])=O.[Na+].[Na+].CCN(C(C)C)C(C)C.[Li+].[OH-].Cl. (7) The reactants are: [S:1]1[C:5]([CH2:6][O:7][C:8]([NH:10][C@H:11]([CH2:33][C:34]2[CH:39]=[CH:38][CH:37]=[CH:36][CH:35]=2)[CH2:12][NH:13][CH2:14][C@@H:15]([NH:23][C:24]([O:26][CH2:27][C:28]2[S:32][CH:31]=[N:30][CH:29]=2)=[O:25])[CH2:16][C:17]2[CH:22]=[CH:21][CH:20]=[CH:19][CH:18]=2)=[O:9])=[CH:4][N:3]=[CH:2]1.[CH3:40][CH:41]([CH3:45])[CH2:42][CH:43]=O.C(O)(=O)C.C(O[BH-](OC(=O)C)OC(=O)C)(=O)C.[Na+]. Given the product [CH3:40][CH:41]([CH3:45])[CH2:42][CH2:43][N:13]([CH2:14][C@H:15]([NH:23][C:24]([O:26][CH2:27][C:28]1[S:32][CH:31]=[N:30][CH:29]=1)=[O:25])[CH2:16][C:17]1[CH:18]=[CH:19][CH:20]=[CH:21][CH:22]=1)[CH2:12][C@@H:11]([NH:10][C:8]([O:7][CH2:6][C:5]1[S:1][CH:2]=[N:3][CH:4]=1)=[O:9])[CH2:33][C:34]1[CH:39]=[CH:38][CH:37]=[CH:36][CH:35]=1, predict the reactants needed to synthesize it. (8) Given the product [CH2:43]([NH:50][C:5]([NH:13][C:14]1[CH:19]=[CH:18][C:17]([N:20]2[C:24]([CH2:25][CH2:26][CH3:27])=[C:23]([C:28]([NH:30][CH:31]3[CH2:32][CH2:33]3)=[O:29])[N:22]=[N:21]2)=[CH:16][CH:15]=1)=[O:11])[C:44]1[CH:49]=[CH:48][CH:47]=[CH:46][CH:45]=1, predict the reactants needed to synthesize it. The reactants are: ClC(Cl)(O[C:5](=[O:11])OC(Cl)(Cl)Cl)Cl.[NH2:13][C:14]1[CH:19]=[CH:18][C:17]([N:20]2[C:24]([CH2:25][CH2:26][CH3:27])=[C:23]([C:28]([NH:30][CH:31]3[CH2:33][CH2:32]3)=[O:29])[N:22]=[N:21]2)=[CH:16][CH:15]=1.C(N(CC)C(C)C)(C)C.[CH2:43]([NH2:50])[C:44]1[CH:49]=[CH:48][CH:47]=[CH:46][CH:45]=1. (9) Given the product [Br:1][C:2]1[C:3]2[CH:8]=[CH:9][C:10]3[C:11](=[CH:12][C:13]([Br:16])=[CH:14][CH:15]=3)[C:4]=2[CH:5]=[CH:6][CH:7]=1, predict the reactants needed to synthesize it. The reactants are: [Br:1][C:2]1[CH:7]=[CH:6][CH:5]=[CH:4][C:3]=1[CH:8]=[CH:9][C:10]1[CH:15]=[CH:14][C:13]([Br:16])=[CH:12][CH:11]=1. (10) Given the product [Si:1]([O:8][CH2:9][C:10]1([CH2:14][CH2:15][S:23][C:19]2[N:18]([CH3:17])[CH:22]=[CH:21][N:20]=2)[CH2:13][CH2:12][CH2:11]1)([C:4]([CH3:7])([CH3:6])[CH3:5])([CH3:3])[CH3:2], predict the reactants needed to synthesize it. The reactants are: [Si:1]([O:8][CH2:9][C:10]1([CH2:14][CH2:15]O)[CH2:13][CH2:12][CH2:11]1)([C:4]([CH3:7])([CH3:6])[CH3:5])([CH3:3])[CH3:2].[CH3:17][N:18]1[CH:22]=[CH:21][N:20]=[C:19]1[SH:23].